Dataset: Full USPTO retrosynthesis dataset with 1.9M reactions from patents (1976-2016). Task: Predict the reactants needed to synthesize the given product. (1) Given the product [C:9]([NH:8][C:5]1[CH:6]=[CH:7][C:2]([C:24]2[CH:25]=[N:26][C:27]([NH2:30])=[N:28][CH:29]=2)=[CH:3][C:4]=1[N+:13]([O-:15])=[O:14])([CH3:12])([CH3:11])[CH3:10], predict the reactants needed to synthesize it. The reactants are: Br[C:2]1[CH:7]=[CH:6][C:5]([NH:8][C:9]([CH3:12])([CH3:11])[CH3:10])=[C:4]([N+:13]([O-:15])=[O:14])[CH:3]=1.CC1(C)C(C)(C)OB([C:24]2[CH:25]=[N:26][C:27]([NH2:30])=[N:28][CH:29]=2)O1.C([O-])([O-])=O.[K+].[K+]. (2) The reactants are: [CH:1]1([C:4]2[CH:5]=[C:6]([C:9]([OH:11])=O)[NH:7][N:8]=2)[CH2:3][CH2:2]1.CCOC1N(C(OCC)=O)C2C(=CC=CC=2)C=C1.[C:30]([O:34][C:35](=[O:48])[NH:36][CH:37]([C:41]1[CH:46]=[CH:45][CH:44]=[C:43]([NH2:47])[CH:42]=1)[CH2:38][CH2:39][OH:40])([CH3:33])([CH3:32])[CH3:31]. Given the product [C:30]([O:34][C:35](=[O:48])[NH:36][CH:37]([C:41]1[CH:46]=[CH:45][CH:44]=[C:43]([NH:47][C:9]([C:6]2[NH:7][N:8]=[C:4]([CH:1]3[CH2:2][CH2:3]3)[CH:5]=2)=[O:11])[CH:42]=1)[CH2:38][CH2:39][OH:40])([CH3:33])([CH3:31])[CH3:32], predict the reactants needed to synthesize it.